From a dataset of Forward reaction prediction with 1.9M reactions from USPTO patents (1976-2016). Predict the product of the given reaction. (1) Given the reactants C[O:2][C:3]([C:5]1([NH:10][C:11]([C:13]2[CH:22]=[CH:21][C:20]3[C:15](=[CH:16][CH:17]=[CH:18][CH:19]=3)[C:14]=2[O:23][CH2:24][CH:25]2[O:30][C:29]3[CH:31]=[CH:32][CH:33]=[CH:34][C:28]=3[O:27][CH2:26]2)=[O:12])[CH2:9][CH2:8][CH2:7][CH2:6]1)=[O:4].Cl, predict the reaction product. The product is: [O:30]1[C:29]2[CH:31]=[CH:32][CH:33]=[CH:34][C:28]=2[O:27][CH2:26][CH:25]1[CH2:24][O:23][C:14]1[C:15]2[C:20](=[CH:19][CH:18]=[CH:17][CH:16]=2)[CH:21]=[CH:22][C:13]=1[C:11]([NH:10][C:5]1([C:3]([OH:4])=[O:2])[CH2:9][CH2:8][CH2:7][CH2:6]1)=[O:12]. (2) Given the reactants FC(F)(F)C(O)=O.[Cl:8][C:9]1[CH:10]=[C:11]([C:29]2[CH:34]=[CH:33][C:32]([O:35][C:36]([F:39])([F:38])[F:37])=[CH:31][CH:30]=2)[CH:12]=[C:13]([Cl:28])[C:14]=1[CH2:15][C@@H:16]1[CH2:20][CH2:19][N:18]([CH:21]2[CH2:26][CH2:25][NH:24][CH2:23][CH2:22]2)[C:17]1=[O:27].[CH3:40][N:41]=[C:42]=[O:43], predict the reaction product. The product is: [CH3:40][NH:41][C:42]([N:24]1[CH2:23][CH2:22][CH:21]([N:18]2[CH2:19][CH2:20][C@@H:16]([CH2:15][C:14]3[C:13]([Cl:28])=[CH:12][C:11]([C:29]4[CH:34]=[CH:33][C:32]([O:35][C:36]([F:39])([F:37])[F:38])=[CH:31][CH:30]=4)=[CH:10][C:9]=3[Cl:8])[C:17]2=[O:27])[CH2:26][CH2:25]1)=[O:43]. (3) The product is: [CH2:1]([N:5]1[C:10](=[O:11])[NH:9][CH:8]([O:24][CH3:23])[C:7]([C:12]2[CH:13]=[CH:14][C:15]([Cl:18])=[CH:16][CH:17]=2)=[N:6]1)[CH2:2][CH2:3][CH3:4]. Given the reactants [CH2:1]([N:5]1[C:10](=[O:11])[NH:9][CH2:8][C:7]([C:12]2[CH:17]=[CH:16][C:15]([Cl:18])=[CH:14][CH:13]=2)=[N:6]1)[CH2:2][CH2:3][CH3:4].C(C1C(=O)C(Cl)=C(Cl)[C:23](=[O:24])C=1C#N)#N, predict the reaction product. (4) Given the reactants [N:1]1[CH:6]=[CH:5][C:4]([C:7]([OH:9])=[O:8])=[CH:3][C:2]=1[C:10]([OH:12])=[O:11].O.[C:14]1(C)C=CC(S(O)(=O)=O)=C[CH:15]=1.[CH2:25](O)[CH3:26], predict the reaction product. The product is: [CH2:14]([O:11][C:10]([C:2]1[CH:3]=[C:4]([C:7]([O:9][CH2:25][CH3:26])=[O:8])[CH:5]=[CH:6][N:1]=1)=[O:12])[CH3:15]. (5) Given the reactants C(=O)([O-])[O-].[K+].[K+].[CH3:7][C@@H:8]1[N:19]([C:20]([O:22][C:23]([CH3:26])([CH3:25])[CH3:24])=[O:21])[CH2:18][CH2:17][C@@:10]2([NH:14][S:13](=[O:16])(=[O:15])[CH2:12][CH2:11]2)[CH2:9]1.[CH3:27][NH:28][C@@H:29]1CCCC[C@H:30]1[NH:35][CH3:36].IC1C=NC=CN=1, predict the reaction product. The product is: [CH3:7][C@@H:8]1[N:19]([C:20]([O:22][C:23]([CH3:25])([CH3:24])[CH3:26])=[O:21])[CH2:18][CH2:17][C@@:10]2([N:14]([C:36]3[CH:27]=[N:28][CH:29]=[CH:30][N:35]=3)[S:13](=[O:15])(=[O:16])[CH2:12][CH2:11]2)[CH2:9]1. (6) Given the reactants [F:1][C:2]1[CH:7]=[CH:6][C:5]([OH:8])=[CH:4][CH:3]=1.Cl[C:10]1[C:19]2[C:14](=[C:15]([O:20][CH3:21])[CH:16]=[CH:17][CH:18]=2)[CH:13]=[C:12]([NH:22][C:23]2[CH:27]=[C:26]([CH3:28])[NH:25][N:24]=2)[N:11]=1, predict the reaction product. The product is: [F:1][C:2]1[CH:7]=[CH:6][C:5]([O:8][C:10]2[C:19]3[C:14](=[C:15]([O:20][CH3:21])[CH:16]=[CH:17][CH:18]=3)[CH:13]=[C:12]([NH:22][C:23]3[CH:27]=[C:26]([CH3:28])[NH:25][N:24]=3)[N:11]=2)=[CH:4][CH:3]=1. (7) Given the reactants [C:1]([C:5]1[CH:13]=[CH:12][C:8]([C:9]([NH2:11])=[NH:10])=[CH:7][CH:6]=1)([CH3:4])([CH3:3])[CH3:2].C(=O)(O)[O-].[K+].Cl[CH2:20][C:21](=O)[CH3:22], predict the reaction product. The product is: [C:1]([C:5]1[CH:6]=[CH:7][C:8]([C:9]2[NH:10][C:21]([CH3:22])=[CH:20][N:11]=2)=[CH:12][CH:13]=1)([CH3:4])([CH3:2])[CH3:3].